From a dataset of Catalyst prediction with 721,799 reactions and 888 catalyst types from USPTO. Predict which catalyst facilitates the given reaction. (1) Reactant: Cl.[O:2]([C:9]1[CH:14]=[CH:13][C:12]([C@@H:15]([NH2:17])[CH3:16])=[CH:11][CH:10]=1)[C:3]1[CH:8]=[CH:7][CH:6]=[CH:5][CH:4]=1.Cl[C:19]1[N:24]=[C:23]([N:25]2[CH2:29][CH2:28][O:27][C:26]2=[O:30])[C:22]([F:31])=[CH:21][N:20]=1.CCN([CH:38]([CH3:40])[CH3:39])C(C)C.[F-].[K+].[CH3:43]S(C)=O. Product: [F:31][C:22]1[C:23]([N:25]2[C:29]3([CH2:39][CH2:38][CH2:40][CH2:43]3)[CH2:28][O:27][C:26]2=[O:30])=[N:24][C:19]([NH:17][C@H:15]([C:12]2[CH:11]=[CH:10][C:9]([O:2][C:3]3[CH:8]=[CH:7][CH:6]=[CH:5][CH:4]=3)=[CH:14][CH:13]=2)[CH3:16])=[N:20][CH:21]=1. The catalyst class is: 25. (2) Reactant: [NH2:1][CH2:2][C@@H:3]1[CH2:8][CH2:7][C@H:6]([NH:9][C:10](=[O:19])[C:11]2[CH:16]=[CH:15][C:14]([F:17])=[C:13]([F:18])[CH:12]=2)[CH2:5][CH2:4]1.Cl[C:21]1[N:26]=[CH:25][N:24]=[C:23]([N:27]([CH3:29])[CH3:28])[CH:22]=1.C([O-])(O)=O.[Na+]. Product: [CH3:28][N:27]([CH3:29])[C:23]1[N:24]=[CH:25][N:26]=[C:21]([NH:1][CH2:2][C@@H:3]2[CH2:8][CH2:7][C@H:6]([NH:9][C:10](=[O:19])[C:11]3[CH:16]=[CH:15][C:14]([F:17])=[C:13]([F:18])[CH:12]=3)[CH2:5][CH2:4]2)[CH:22]=1. The catalyst class is: 51. (3) The catalyst class is: 65. Reactant: [N+:1]([C:4]1[CH:5]=[C:6]([CH:11]=[CH:12][CH:13]=1)[C:7]([O:9][CH3:10])=[O:8])([O-:3])=[O:2].[Br:14]N1C(=O)NC(=O)N(Br)C1=O. Product: [Br:14][C:12]1[CH:11]=[C:6]([CH:5]=[C:4]([N+:1]([O-:3])=[O:2])[CH:13]=1)[C:7]([O:9][CH3:10])=[O:8]. (4) Reactant: [Cl:1][C:2]1[N:7]=[CH:6][C:5]([N:8]2[CH2:14][CH2:13][CH2:12][N:11](C(OC(C)(C)C)=O)[CH2:10][CH2:9]2)=[CH:4][CH:3]=1.FC(F)(F)C(O)=O. Product: [Cl:1][C:2]1[N:7]=[CH:6][C:5]([N:8]2[CH2:14][CH2:13][CH2:12][NH:11][CH2:10][CH2:9]2)=[CH:4][CH:3]=1. The catalyst class is: 4. (5) Reactant: [Br:1][C:2]1[CH:3]=[C:4]([CH:18]=[CH:19][C:20]=1[CH2:21][OH:22])[C:5]([NH:7][C:8]1[CH:13]=[CH:12][CH:11]=[C:10]([C:14]([F:17])([F:16])[F:15])[CH:9]=1)=[O:6]. Product: [Br:1][C:2]1[CH:3]=[C:4]([CH:18]=[CH:19][C:20]=1[CH:21]=[O:22])[C:5]([NH:7][C:8]1[CH:13]=[CH:12][CH:11]=[C:10]([C:14]([F:16])([F:17])[F:15])[CH:9]=1)=[O:6]. The catalyst class is: 177. (6) Reactant: C([O:5][C:6](=[O:44])[CH2:7][N:8]1[C:17]2[C:12](=[C:13]([F:18])[CH:14]=[CH:15][CH:16]=2)[N:11]([C:19](=[O:42])[NH:20][CH2:21][C:22]2[CH:27]=[CH:26][C:25]([C:28]([N:30]3[CH2:36][CH2:35][CH2:34][CH2:33][C:32]4[CH:37]=[CH:38][CH:39]=[CH:40][C:31]3=4)=[O:29])=[CH:24][C:23]=2[CH3:41])[CH2:10][C:9]1=[O:43])(C)(C)C.FC(F)(F)C(O)=O. Product: [F:18][C:13]1[CH:14]=[CH:15][CH:16]=[C:17]2[C:12]=1[N:11]([C:19](=[O:42])[NH:20][CH2:21][C:22]1[CH:27]=[CH:26][C:25]([C:28]([N:30]3[CH2:36][CH2:35][CH2:34][CH2:33][C:32]4[CH:37]=[CH:38][CH:39]=[CH:40][C:31]3=4)=[O:29])=[CH:24][C:23]=1[CH3:41])[CH2:10][C:9](=[O:43])[N:8]2[CH2:7][C:6]([OH:44])=[O:5]. The catalyst class is: 4. (7) Reactant: C[O:2][C:3]([C:5]1[N:6]=[C:7]([CH3:10])[O:8][CH:9]=1)=[O:4].[OH-].[Na+]. Product: [CH3:10][C:7]1[O:8][CH:9]=[C:5]([C:3]([OH:4])=[O:2])[N:6]=1. The catalyst class is: 14.